From a dataset of Full USPTO retrosynthesis dataset with 1.9M reactions from patents (1976-2016). Predict the reactants needed to synthesize the given product. (1) Given the product [CH3:1][O:2][C:3](=[O:27])[CH2:4][C:5]1[CH:10]=[CH:9][C:8]([CH3:11])=[C:7]([O:12][C:13]2[CH:18]=[CH:17][C:16]([NH:19][C:28](=[O:33])[C:29]([CH3:32])([CH3:31])[CH3:30])=[CH:15][C:14]=2[CH2:20][S:21][CH2:22][C:23]([F:26])([F:24])[F:25])[CH:6]=1, predict the reactants needed to synthesize it. The reactants are: [CH3:1][O:2][C:3](=[O:27])[CH2:4][C:5]1[CH:10]=[CH:9][C:8]([CH3:11])=[C:7]([O:12][C:13]2[CH:18]=[CH:17][C:16]([NH2:19])=[CH:15][C:14]=2[CH2:20][S:21][CH2:22][C:23]([F:26])([F:25])[F:24])[CH:6]=1.[C:28](Cl)(=[O:33])[C:29]([CH3:32])([CH3:31])[CH3:30]. (2) Given the product [O:1]([C:8]1[CH:9]=[CH:10][C:11]([NH:12][CH:16]([CH2:22][CH3:23])[C:17]([O:19][CH2:20][CH3:21])=[O:18])=[CH:13][CH:14]=1)[C:2]1[CH:3]=[CH:4][CH:5]=[CH:6][CH:7]=1, predict the reactants needed to synthesize it. The reactants are: [O:1]([C:8]1[CH:14]=[CH:13][C:11]([NH2:12])=[CH:10][CH:9]=1)[C:2]1[CH:7]=[CH:6][CH:5]=[CH:4][CH:3]=1.Br[CH:16]([CH2:22][CH3:23])[C:17]([O:19][CH2:20][CH3:21])=[O:18].C(=O)(O)[O-].[Na+].O. (3) Given the product [F:23][C:2]([F:1])([F:22])[C:3]1[CH:21]=[CH:20][CH:19]=[CH:18][C:4]=1[O:5][C@H:6]1[CH2:10][CH2:9][NH:8][CH2:7]1, predict the reactants needed to synthesize it. The reactants are: [F:1][C:2]([F:23])([F:22])[C:3]1[CH:21]=[CH:20][CH:19]=[CH:18][C:4]=1[O:5][C@@H:6]1[CH2:10][CH2:9][N:8](C(OC(C)(C)C)=O)[CH2:7]1.C(O)(C(F)(F)F)=O. (4) Given the product [CH3:32][C:21]1([CH3:31])[C:22]2=[N:23][CH:24]=[C:25]([C:34]3[CH:35]=[N:36][NH:37][CH:38]=3)[CH:26]=[C:27]2[N:19]([C:6]2[C:5]3[C:10](=[CH:11][C:2]([F:1])=[CH:3][CH:4]=3)[N:9]=[C:8]([C:12]3[CH:17]=[CH:16][CH:15]=[CH:14][N:13]=3)[C:7]=2[CH3:18])[CH2:20]1, predict the reactants needed to synthesize it. The reactants are: [F:1][C:2]1[CH:11]=[C:10]2[C:5]([C:6]([N:19]3[C:27]4[C:22](=[N:23][CH:24]=[C:25](B(O)O)[CH:26]=4)[C:21]([CH3:32])([CH3:31])[CH2:20]3)=[C:7]([CH3:18])[C:8]([C:12]3[CH:17]=[CH:16][CH:15]=[CH:14][N:13]=3)=[N:9]2)=[CH:4][CH:3]=1.Br[C:34]1[CH:35]=[N:36][NH:37][CH:38]=1.C(=O)([O-])[O-].[Na+].[Na+]. (5) Given the product [ClH:34].[ClH:34].[N:1]1[CH:6]=[CH:5][N:4]=[CH:3][C:2]=1[C:7]1[C:8](=[O:33])[NH:9][C:10](=[O:32])[N:11]([CH2:13][CH2:14][CH2:15][N:16]2[CH2:21][C@H:20]3[C@:18]([C:22]4[CH:27]=[CH:26][C:25]([C:28]([F:31])([F:29])[F:30])=[CH:24][CH:23]=4)([CH2:19]3)[CH2:17]2)[CH:12]=1, predict the reactants needed to synthesize it. The reactants are: [N:1]1[CH:6]=[CH:5][N:4]=[CH:3][C:2]=1[C:7]1[C:8](=[O:33])[NH:9][C:10](=[O:32])[N:11]([CH2:13][CH2:14][CH2:15][N:16]2[CH2:21][C@H:20]3[C@:18]([C:22]4[CH:27]=[CH:26][C:25]([C:28]([F:31])([F:30])[F:29])=[CH:24][CH:23]=4)([CH2:19]3)[CH2:17]2)[CH:12]=1.[ClH:34]. (6) The reactants are: CO[C:3]([C:5]1[N:6]=[C:7]([C:24]#[N:25])[C:8]2[C:13]([C:14]=1[OH:15])=[C:12]([O:16][C:17]1[CH:22]=[CH:21][C:20]([F:23])=[CH:19][CH:18]=1)[CH:11]=[CH:10][CH:9]=2)=[O:4].[NH2:26][CH2:27][C:28]([OH:30])=[O:29]. Given the product [C:24]([C:7]1[C:8]2[C:13](=[C:12]([O:16][C:17]3[CH:22]=[CH:21][C:20]([F:23])=[CH:19][CH:18]=3)[CH:11]=[CH:10][CH:9]=2)[C:14]([OH:15])=[C:5]([C:3]([NH:26][CH2:27][C:28]([OH:30])=[O:29])=[O:4])[N:6]=1)#[N:25], predict the reactants needed to synthesize it. (7) Given the product [F:35][C:27]1[CH:26]=[C:25]([B:10]2[O:11][C:12]([CH3:17])([CH3:18])[C:13]([CH3:15])([CH3:16])[O:14]2)[CH:30]=[CH:29][C:28]=1[NH:31][CH:32]([CH3:34])[CH3:33], predict the reactants needed to synthesize it. The reactants are: [B:10]1([B:10]2[O:14][C:13]([CH3:16])([CH3:15])[C:12]([CH3:18])([CH3:17])[O:11]2)[O:14][C:13]([CH3:16])([CH3:15])[C:12]([CH3:18])([CH3:17])[O:11]1.C([O-])(=O)C.[K+].Br[C:25]1[CH:30]=[CH:29][C:28]([NH:31][CH:32]([CH3:34])[CH3:33])=[C:27]([F:35])[CH:26]=1.C(Cl)Cl.